From a dataset of Full USPTO retrosynthesis dataset with 1.9M reactions from patents (1976-2016). Predict the reactants needed to synthesize the given product. (1) Given the product [CH2:1]([C:3]1[C:8](=[O:9])[NH:7][C:6]([CH3:10])=[C:5]([C:11]2[CH:12]=[N:13][CH:14]=[C:15]([C:17]([N:20]3[CH2:24][CH2:23][CH2:22][CH2:21]3)=[O:19])[CH:16]=2)[CH:4]=1)[CH3:2], predict the reactants needed to synthesize it. The reactants are: [CH2:1]([C:3]1[C:8](=[O:9])[NH:7][C:6]([CH3:10])=[C:5]([C:11]2[CH:12]=[N:13][CH:14]=[C:15]([C:17]([OH:19])=O)[CH:16]=2)[CH:4]=1)[CH3:2].[NH:20]1[CH2:24][CH2:23][CH2:22][CH2:21]1. (2) The reactants are: [O:1]=[C:2]1[N:7]([CH2:8][C:9]2[CH:10]=[C:11]([CH:15]=[CH:16][CH:17]=2)[C:12](Cl)=[O:13])[N:6]=[C:5]([C:18]2[O:22][N:21]=[C:20]([C:23]3[CH:28]=[CH:27][C:26]([C:29]([CH3:35])([CH3:34])[C:30]([F:33])([F:32])[F:31])=[CH:25][CH:24]=3)[N:19]=2)[CH:4]=[CH:3]1.[OH:36][CH:37]1[CH2:42][CH2:41][NH:40][CH2:39][CH2:38]1. Given the product [OH:36][CH:37]1[CH2:42][CH2:41][N:40]([C:12]([C:11]2[CH:10]=[C:9]([CH:17]=[CH:16][CH:15]=2)[CH2:8][N:7]2[C:2](=[O:1])[CH:3]=[CH:4][C:5]([C:18]3[O:22][N:21]=[C:20]([C:23]4[CH:28]=[CH:27][C:26]([C:29]([CH3:34])([CH3:35])[C:30]([F:33])([F:31])[F:32])=[CH:25][CH:24]=4)[N:19]=3)=[N:6]2)=[O:13])[CH2:39][CH2:38]1, predict the reactants needed to synthesize it.